Dataset: Reaction yield outcomes from USPTO patents with 853,638 reactions. Task: Predict the reaction yield, written as a fraction of the theoretical maximum amount of product (1.0 means a 100% yield; for example, 0.34 means a 34% yield). (1) The reactants are [CH3:1][C:2]1[S:6][C:5]([NH2:7])=[N:4][CH:3]=1.Br[C:9]1[C:10](=[O:17])[N:11]([CH3:16])[CH:12]=[C:13]([Br:15])[CH:14]=1.CC1(C)C2C(=C(P(C3C=CC=CC=3)C3C=CC=CC=3)C=CC=2)OC2C(P(C3C=CC=CC=3)C3C=CC=CC=3)=CC=CC1=2. The product is [Br:15][C:13]1[CH:14]=[C:9]([NH:7][C:5]2[S:6][C:2]([CH3:1])=[CH:3][N:4]=2)[C:10](=[O:17])[N:11]([CH3:16])[CH:12]=1. The yield is 0.830. The catalyst is C1C=CC(/C=C/C(/C=C/C2C=CC=CC=2)=O)=CC=1.C1C=CC(/C=C/C(/C=C/C2C=CC=CC=2)=O)=CC=1.C1C=CC(/C=C/C(/C=C/C2C=CC=CC=2)=O)=CC=1.[Pd].[Pd].O1CCOCC1. (2) The reactants are [Cl:1][C:2]1[N:7]=[C:6](Cl)[C:5]([CH3:9])=[CH:4][N:3]=1.[N:10]1([C:16]([O:18][C:19]([CH3:22])([CH3:21])[CH3:20])=[O:17])[CH2:15][CH2:14][NH:13][CH2:12][CH2:11]1.CCN(C(C)C)C(C)C. The catalyst is CN(C=O)C.O. The product is [Cl:1][C:2]1[N:7]=[C:6]([N:13]2[CH2:12][CH2:11][N:10]([C:16]([O:18][C:19]([CH3:22])([CH3:21])[CH3:20])=[O:17])[CH2:15][CH2:14]2)[C:5]([CH3:9])=[CH:4][N:3]=1. The yield is 0.960. (3) The reactants are [Cl:1][C:2]1[C:3]([O:12][C:13]2[CH:18]=[C:17]([O:19][CH:20]([CH3:22])[CH3:21])[CH:16]=[CH:15][C:14]=2[CH2:23][CH2:24][CH2:25][OH:26])=[N:4][CH:5]=[C:6]([C:8]([F:11])([F:10])[F:9])[CH:7]=1.O[C:28]1[C:33]([O:34][CH3:35])=[CH:32][CH:31]=[CH:30][C:29]=1[CH2:36][C:37]([O:39]C)=[O:38].C(P(CCCC)CCCC)CCC.N(C(N1CCCCC1)=O)=NC(N1CCCCC1)=O.O1CCCC1CO.[OH-].[Na+].Cl. The catalyst is O1CCCC1. The product is [Cl:1][C:2]1[C:3]([O:12][C:13]2[CH:18]=[C:17]([O:19][CH:20]([CH3:21])[CH3:22])[CH:16]=[CH:15][C:14]=2[CH2:23][CH2:24][CH2:25][O:26][C:28]2[C:33]([O:34][CH3:35])=[CH:32][CH:31]=[CH:30][C:29]=2[CH2:36][C:37]([OH:39])=[O:38])=[N:4][CH:5]=[C:6]([C:8]([F:11])([F:10])[F:9])[CH:7]=1. The yield is 0.620. (4) The reactants are [Cl:1][C:2]1[C:10]([O:11]CC2C=CC=CC=2)=[CH:9][CH:8]=[C:7]2[C:3]=1[CH:4]=[C:5]([CH:28]([F:30])[F:29])[N:6]2[S:19]([C:22]1[CH:27]=[CH:26][CH:25]=[CH:24][CH:23]=1)(=[O:21])=[O:20].B(Br)(Br)Br.C([O-])(O)=O.[Na+]. The catalyst is C(Cl)Cl. The product is [Cl:1][C:2]1[C:10]([OH:11])=[CH:9][CH:8]=[C:7]2[C:3]=1[CH:4]=[C:5]([CH:28]([F:30])[F:29])[N:6]2[S:19]([C:22]1[CH:27]=[CH:26][CH:25]=[CH:24][CH:23]=1)(=[O:21])=[O:20]. The yield is 0.890. (5) The reactants are C[O:2]C([C@@]1(N)CC[C@H](C2C=CC(Br)=CC=2)C1)=O.[ClH:18].[CH3:19][O:20][C:21]([C@:23]1([NH2:35])[CH2:27][CH2:26][C@H:25]([C:28]2[CH:33]=[CH:32][C:31]([Br:34])=[CH:30][CH:29]=2)[CH2:24]1)=[O:22]. No catalyst specified. The product is [OH2:2].[ClH:18].[NH2:35][C@:23]1([C:21]([O:20][CH3:19])=[O:22])[CH2:27][CH2:26][C@H:25]([C:28]2[CH:33]=[CH:32][C:31]([Br:34])=[CH:30][CH:29]=2)[CH2:24]1. The yield is 0.360.